From a dataset of Reaction yield outcomes from USPTO patents with 853,638 reactions. Predict the reaction yield, written as a fraction of the theoretical maximum amount of product (1.0 means a 100% yield; for example, 0.34 means a 34% yield). (1) The reactants are [N:1]1[C:10]2[C:5](=[CH:6][CH:7]=[CH:8][CH:9]=2)[N:4]=[CH:3][C:2]=1[N:11]1[CH2:22][CH2:21][C:14]2([C:19](=[O:20])[NH:18][CH2:17][CH2:16][CH2:15]2)[CH2:13][CH2:12]1.C1COCC1.Br[CH2:29][C:30]1[C:39]2[O:38][CH2:37][CH2:36][O:35][C:34]=2[CH:33]=[CH:32][CH:31]=1. The catalyst is [NH4+].[Cl-]. The product is [O:35]1[CH2:36][CH2:37][O:38][C:39]2[C:30]([CH2:29][N:18]3[CH2:17][CH2:16][CH2:15][C:14]4([CH2:21][CH2:22][N:11]([C:2]5[CH:3]=[N:4][C:5]6[C:10](=[CH:9][CH:8]=[CH:7][CH:6]=6)[N:1]=5)[CH2:12][CH2:13]4)[C:19]3=[O:20])=[CH:31][CH:32]=[CH:33][C:34]1=2. The yield is 0.790. (2) The catalyst is C1COCC1. The product is [OH:38][CH2:37][C@@H:36]([NH:35][C:26]([C:19]1[C:18]2[CH2:17][N:16]([CH:14]([C:4]3[CH:5]=[N:6][C:7]([O:8][CH2:9][C:10]([F:13])([F:11])[F:12])=[C:2]([CH3:1])[CH:3]=3)[CH3:15])[C:24](=[O:25])[C:23]=2[CH:22]=[CH:21][N:20]=1)=[O:27])[CH3:39]. The yield is 0.520. The reactants are [CH3:1][C:2]1[CH:3]=[C:4]([CH:14]([N:16]2[C:24](=[O:25])[C:23]3[CH:22]=[CH:21][N:20]=[C:19]([C:26](OC4C=CC=CC=4)=[O:27])[C:18]=3[CH2:17]2)[CH3:15])[CH:5]=[N:6][C:7]=1[O:8][CH2:9][C:10]([F:13])([F:12])[F:11].[NH2:35][C@@H:36]([CH3:39])[CH2:37][OH:38]. (3) The reactants are C[N:2](C)/[CH:3]=[CH:4]/[C:5]([C:7]1[CH:8]=[C:9]([CH:12]=[CH:13][CH:14]=1)[C:10]#[N:11])=O.C(O)C.[NH2:19]N. No catalyst specified. The product is [NH:2]1[CH:3]=[CH:4][C:5]([C:7]2[CH:8]=[C:9]([CH:12]=[CH:13][CH:14]=2)[C:10]#[N:11])=[N:19]1. The yield is 0.840. (4) The reactants are [F:1][C:2]([F:28])([F:27])[S:3]([O:6][C:7]([C@H:9]([CH3:26])[CH2:10][C@@H:11]1[O:16][C@@:15]2([CH2:24][I:25])[CH2:17][C@H:18]([CH2:20][CH2:21][CH2:22][OH:23])[O:19][C@H:14]2[CH2:13][CH2:12]1)=[CH2:8])(=[O:5])=[O:4].CC(OI1(OC(C)=O)(OC(C)=O)OC(=O)C2C=CC=CC1=2)=O. The catalyst is C(Cl)Cl. The product is [F:28][C:2]([F:1])([F:27])[S:3]([O:6][C:7]([C@H:9]([CH3:26])[CH2:10][C@@H:11]1[O:16][C@@:15]2([CH2:24][I:25])[CH2:17][C@H:18]([CH2:20][CH2:21][CH:22]=[O:23])[O:19][C@H:14]2[CH2:13][CH2:12]1)=[CH2:8])(=[O:5])=[O:4]. The yield is 0.560.